Predict the product of the given reaction. From a dataset of Forward reaction prediction with 1.9M reactions from USPTO patents (1976-2016). (1) Given the reactants [ClH:1].[NH2:2][C:3]([CH:5]1[CH2:10][CH2:9][CH:8]([NH:11]C(=O)OC(C)(C)C)[CH2:7][CH2:6]1)=[O:4], predict the reaction product. The product is: [ClH:1].[NH2:11][CH:8]1[CH2:9][CH2:10][CH:5]([C:3]([NH2:2])=[O:4])[CH2:6][CH2:7]1. (2) Given the reactants [CH3:1][C:2]1[CH:3]=[C:4]([CH:35]=[C:36]([CH3:38])[CH:37]=1)[C:5]([N:7]([C@H:28]([CH2:33][CH3:34])[C:29]([CH3:32])([CH3:31])[CH3:30])[NH:8][C:9](=[O:27])[C:10]1[CH:15]=[CH:14][C:13]([CH:16]=O)=[C:12]([B:18]2OC(C)(C)C(C)(C)[O:19]2)[CH:11]=1)=[O:6].O.[NH2:40][NH2:41].C(Cl)Cl, predict the reaction product. The product is: [CH3:1][C:2]1[CH:3]=[C:4]([CH:35]=[C:36]([CH3:38])[CH:37]=1)[C:5]([N:7]([C@H:28]([CH2:33][CH3:34])[C:29]([CH3:32])([CH3:31])[CH3:30])[NH:8][C:9]([C:10]1[CH:15]=[CH:14][C:13]2[CH:16]=[N:41][NH:40][B:18]([OH:19])[C:12]=2[CH:11]=1)=[O:27])=[O:6].